Dataset: Reaction yield outcomes from USPTO patents with 853,638 reactions. Task: Predict the reaction yield, written as a fraction of the theoretical maximum amount of product (1.0 means a 100% yield; for example, 0.34 means a 34% yield). (1) The catalyst is CN(C)C=O.O1CCCC1. The product is [CH3:3][CH:2]([CH2:4][CH2:5][CH2:6][C@H:7]([C@@H:9]1[C@:26]2([CH3:27])[C@H:12]([C@H:13]3[C@H:23]([CH2:24][CH2:25]2)[C@:21]2([CH3:22])[C:16]([CH2:17][C@@H:18]([NH:28][CH2:29][CH2:30][CH2:31][NH:32][C:33](=[O:57])[CH2:34][CH2:35][NH:36][C:37](=[O:56])[CH2:38][CH2:39][CH2:40][CH2:41][CH2:42][NH:43][C:44]4[CH:49]=[CH:48][C:47]([N+:50]([O-:52])=[O:51])=[CH:46][C:45]=4[N+:53]([O-:55])=[O:54])[CH2:19][CH2:20]2)=[CH:15][CH2:14]3)[CH2:11][CH2:10]1)[CH3:8])[CH3:1]. The reactants are [CH3:1][CH:2]([CH2:4][CH2:5][CH2:6][C@H:7]([C@@H:9]1[C@:26]2([CH3:27])[C@H:12]([C@H:13]3[C@H:23]([CH2:24][CH2:25]2)[C@:21]2([CH3:22])[C:16]([CH2:17][C@@H:18]([N:28](S(C4C=CC=CC=4[N+]([O-])=O)(=O)=O)[CH2:29][CH2:30][CH2:31][NH:32][C:33](=[O:57])[CH2:34][CH2:35][NH:36][C:37](=[O:56])[CH2:38][CH2:39][CH2:40][CH2:41][CH2:42][NH:43][C:44]4[CH:49]=[CH:48][C:47]([N+:50]([O-:52])=[O:51])=[CH:46][C:45]=4[N+:53]([O-:55])=[O:54])[CH2:19][CH2:20]2)=[CH:15][CH2:14]3)[CH2:11][CH2:10]1)[CH3:8])[CH3:3].C([O-])([O-])=O.[K+].[K+].C1(S)C=CC=CC=1. The yield is 0.510. (2) The reactants are [Br:1][C:2]1[CH:3]=[C:4]([C:8](=[O:13])C(F)(F)F)[N:5]([CH3:7])[CH:6]=1.Cl.[OH-].[NH4+:16]. No catalyst specified. The product is [Br:1][C:2]1[CH:3]=[C:4]([C:8]([NH2:16])=[O:13])[N:5]([CH3:7])[CH:6]=1. The yield is 0.810.